From a dataset of Forward reaction prediction with 1.9M reactions from USPTO patents (1976-2016). Predict the product of the given reaction. (1) Given the reactants [Br-].[Br:2][C:3]1[CH:28]=[CH:27][C:6]([CH2:7][P+](C2C=CC=CC=2)(C2C=CC=CC=2)C2C=CC=CC=2)=[CH:5][CH:4]=1.C[Si]([N-][Si](C)(C)C)(C)C.[Li+].[CH3:39][CH:40]([CH3:54])[CH2:41][C:42]([C:44]1[CH:53]=[CH:52][C:47]([C:48]([O:50][CH3:51])=[O:49])=[CH:46][CH:45]=1)=O, predict the reaction product. The product is: [Br:2][C:3]1[CH:4]=[CH:5][C:6]([CH:7]=[C:42]([C:44]2[CH:45]=[CH:46][C:47]([C:48]([O:50][CH3:51])=[O:49])=[CH:52][CH:53]=2)[CH2:41][CH:40]([CH3:54])[CH3:39])=[CH:27][CH:28]=1. (2) Given the reactants O=C1C2C(=CC=CC=2)C(=O)[N:3]1[O:12][CH2:13][C@@H:14]([NH:16][C:17](=[O:23])[O:18][C:19]([CH3:22])([CH3:21])[CH3:20])[CH3:15].O.NN, predict the reaction product. The product is: [C:19]([O:18][C:17](=[O:23])[NH:16][C@@H:14]([CH3:15])[CH2:13][O:12][NH2:3])([CH3:22])([CH3:20])[CH3:21]. (3) The product is: [N:10]([C@@H:7]1[CH2:8][CH2:9][N:5]([C:3](=[O:4])[C@@H:2]([NH:1][C:62](=[O:63])[C@@H:61]([N:60]([C:58]([O:57][C:53]([CH3:56])([CH3:55])[CH3:54])=[O:59])[CH3:66])[CH3:65])[C:32]([CH3:35])([CH3:34])[CH3:33])[C@@H:6]1[C:13]([NH:15][C@@H:16]([CH2:21][C:22]1[CH:31]=[CH:30][C:29]2[C:24](=[CH:25][CH:26]=[CH:27][CH:28]=2)[CH:23]=1)[C:17]([O:19][CH3:20])=[O:18])=[O:14])=[N+:11]=[N-:12]. Given the reactants [NH2:1][C@@H:2]([C:32]([CH3:35])([CH3:34])[CH3:33])[C:3]([N:5]1[CH2:9][CH2:8][C@@H:7]([N:10]=[N+:11]=[N-:12])[C@H:6]1[C:13]([NH:15][C@@H:16]([CH2:21][C:22]1[CH:31]=[CH:30][C:29]2[C:24](=[CH:25][CH:26]=[CH:27][CH:28]=2)[CH:23]=1)[C:17]([O:19][CH3:20])=[O:18])=[O:14])=[O:4].CN1CCOCC1.N1C2C(=NC=CC=2)N(O)N=1.[C:53]([O:57][C:58]([N:60]([CH3:66])[C@@H:61]([CH3:65])[C:62](O)=[O:63])=[O:59])([CH3:56])([CH3:55])[CH3:54].C(Cl)CCl, predict the reaction product.